Task: Regression. Given a peptide amino acid sequence and an MHC pseudo amino acid sequence, predict their binding affinity value. This is MHC class I binding data.. Dataset: Peptide-MHC class I binding affinity with 185,985 pairs from IEDB/IMGT (1) The peptide sequence is LTIKDSSNK. The MHC is HLA-A68:01 with pseudo-sequence HLA-A68:01. The binding affinity (normalized) is 0.795. (2) The peptide sequence is LTSNCTRTT. The MHC is HLA-A02:06 with pseudo-sequence HLA-A02:06. The binding affinity (normalized) is 0.0191. (3) The peptide sequence is CTDPYSQMV. The MHC is HLA-B58:01 with pseudo-sequence HLA-B58:01. The binding affinity (normalized) is 0.0847. (4) The peptide sequence is ERYFRIHSL. The MHC is HLA-A31:01 with pseudo-sequence HLA-A31:01. The binding affinity (normalized) is 0.140. (5) The peptide sequence is AMIDRLHQT. The MHC is HLA-A02:50 with pseudo-sequence HLA-A02:50. The binding affinity (normalized) is 1.00. (6) The peptide sequence is AGIDNYNKF. The MHC is HLA-A23:01 with pseudo-sequence HLA-A23:01. The binding affinity (normalized) is 0.537. (7) The peptide sequence is SSCSSCPLSKI. The MHC is HLA-B45:01 with pseudo-sequence HLA-B45:01. The binding affinity (normalized) is 0.